Dataset: Peptide-MHC class I binding affinity with 185,985 pairs from IEDB/IMGT. Task: Regression. Given a peptide amino acid sequence and an MHC pseudo amino acid sequence, predict their binding affinity value. This is MHC class I binding data. (1) The peptide sequence is KQAWCWFGGK. The MHC is Mamu-B8301 with pseudo-sequence Mamu-B8301. The binding affinity (normalized) is 0.571. (2) The peptide sequence is VTVYYGVPVWK. The MHC is HLA-A33:01 with pseudo-sequence HLA-A33:01. The binding affinity (normalized) is 0.0267. (3) The binding affinity (normalized) is 0.00665. The MHC is HLA-B58:02 with pseudo-sequence HLA-B58:02. The peptide sequence is ISKKAKGWF. (4) The peptide sequence is GVDGGWQAL. The MHC is HLA-A25:01 with pseudo-sequence HLA-A25:01. The binding affinity (normalized) is 0.0847.